This data is from Forward reaction prediction with 1.9M reactions from USPTO patents (1976-2016). The task is: Predict the product of the given reaction. (1) The product is: [NH2:18][C:14]1[N:13]=[C:12]([N:9]2[C:10]3[C:6](=[CH:5][CH:4]=[C:3]([C:1]#[C:2][C:40]([C:38]4[N:37]=[CH:36][N:35]([C:34]([C:43]5[CH:48]=[CH:47][CH:46]=[CH:45][CH:44]=5)([C:28]5[CH:29]=[CH:30][CH:31]=[CH:32][CH:33]=5)[C:49]5[CH:54]=[CH:53][CH:52]=[CH:51][CH:50]=5)[CH:39]=4)([OH:42])[CH3:41])[CH:11]=3)[C:7]([CH3:19])=[N:8]2)[CH:17]=[CH:16][N:15]=1. Given the reactants [C:1]([C:3]1[CH:11]=[C:10]2[C:6]([C:7]([CH3:19])=[N:8][N:9]2[C:12]2[CH:17]=[CH:16][N:15]=[C:14]([NH2:18])[N:13]=2)=[CH:5][CH:4]=1)#[CH:2].[Li+].CC([N-]C(C)C)C.[C:28]1([C:34]([C:49]2[CH:54]=[CH:53][CH:52]=[CH:51][CH:50]=2)([C:43]2[CH:48]=[CH:47][CH:46]=[CH:45][CH:44]=2)[N:35]2[CH:39]=[C:38]([C:40](=[O:42])[CH3:41])[N:37]=[CH:36]2)[CH:33]=[CH:32][CH:31]=[CH:30][CH:29]=1, predict the reaction product. (2) Given the reactants [Br:1][C:2]1[C:3]([OH:26])=[C:4]([CH:22]=[C:23]([Br:25])[CH:24]=1)[C:5]([NH:7][C:8]1[CH:13]=[C:12]([C:14]([F:17])([F:16])[F:15])[CH:11]=[CH:10][C:9]=1[C:18]([F:21])([F:20])[F:19])=[O:6].[N:27]1([C:33](Cl)=[O:34])[CH2:32][CH2:31][O:30][CH2:29][CH2:28]1, predict the reaction product. The product is: [Br:1][C:2]1[C:3]([O:26][C:33]([N:27]2[CH2:32][CH2:31][O:30][CH2:29][CH2:28]2)=[O:34])=[C:4]([CH:22]=[C:23]([Br:25])[CH:24]=1)[C:5]([NH:7][C:8]1[CH:13]=[C:12]([C:14]([F:17])([F:15])[F:16])[CH:11]=[CH:10][C:9]=1[C:18]([F:19])([F:20])[F:21])=[O:6]. (3) Given the reactants [CH3:1][C:2]1([CH3:16])[C:6]([CH3:8])([CH3:7])[O:5][B:4]([C:9]2[CH:14]=[CH:13][C:12]([OH:15])=[CH:11][CH:10]=2)[O:3]1.Cl.[CH3:18][N:19]([CH3:23])[CH2:20][CH2:21]Cl.C(=O)([O-])[O-].[Cs+].[Cs+].O1CCCC1, predict the reaction product. The product is: [CH3:18][N:19]([CH3:23])[CH2:20][CH2:21][O:15][C:12]1[CH:13]=[CH:14][C:9]([B:4]2[O:3][C:2]([CH3:16])([CH3:1])[C:6]([CH3:7])([CH3:8])[O:5]2)=[CH:10][CH:11]=1. (4) Given the reactants [H-].[Na+].[N+:3]([C:6]1[N:7]=[C:8]2[N:13]([CH:14]=1)[CH2:12][C@H:11]([OH:15])[CH2:10][O:9]2)([O-:5])=[O:4].Br[CH2:17][C:18]1[CH:23]=[CH:22][C:21]([S:24][C:25]([F:28])([F:27])[F:26])=[CH:20][CH:19]=1, predict the reaction product. The product is: [N+:3]([C:6]1[N:7]=[C:8]2[N:13]([CH:14]=1)[CH2:12][C@H:11]([O:15][CH2:17][C:18]1[CH:23]=[CH:22][C:21]([S:24][C:25]([F:28])([F:26])[F:27])=[CH:20][CH:19]=1)[CH2:10][O:9]2)([O-:5])=[O:4]. (5) The product is: [F:32][C:33]1[C:39]([F:40])=[CH:38][CH:37]=[C:36]([N+:41]([O-:43])=[O:42])[C:34]=1[NH:35][C:2]1[C:10]2[O:9][CH2:8][C@@H:7]([N:11]([C:26](=[O:31])[C:27]([F:30])([F:29])[F:28])[C:12]3[CH:25]=[CH:24][C:15]4[C@H:16]([CH2:19][C:20]([O:22][CH3:23])=[O:21])[CH2:17][O:18][C:14]=4[CH:13]=3)[C:6]=2[CH:5]=[CH:4][CH:3]=1. Given the reactants Br[C:2]1[C:10]2[O:9][CH2:8][C@@H:7]([N:11]([C:26](=[O:31])[C:27]([F:30])([F:29])[F:28])[C:12]3[CH:25]=[CH:24][C:15]4[C@H:16]([CH2:19][C:20]([O:22][CH3:23])=[O:21])[CH2:17][O:18][C:14]=4[CH:13]=3)[C:6]=2[CH:5]=[CH:4][CH:3]=1.[F:32][C:33]1[C:39]([F:40])=[CH:38][CH:37]=[C:36]([N+:41]([O-:43])=[O:42])[C:34]=1[NH2:35].P([O-])([O-])([O-])=O.[K+].[K+].[K+].C1(P(C2CCCCC2)C2C=CC=CC=2C2C(C(C)C)=CC(C(C)C)=CC=2C(C)C)CCCCC1, predict the reaction product. (6) Given the reactants [CH:1]([C:3]1[CH:4]=[CH:5][C:6]2[C:15]3[CH:14]=[C:13]4[CH2:16][CH2:17][CH2:18][C:19](=[O:20])[C:12]4=[CH:11][C:10]=3[O:9][CH2:8][C:7]=2[CH:21]=1)=[CH2:2].CS(C)=O.[Br:26]N1C(=O)CCC1=O.[OH2:34], predict the reaction product. The product is: [Br:26][CH2:2][CH:1]([C:3]1[CH:4]=[CH:5][C:6]2[C:15]3[CH:14]=[C:13]4[CH2:16][CH2:17][CH2:18][C:19](=[O:20])[C:12]4=[CH:11][C:10]=3[O:9][CH2:8][C:7]=2[CH:21]=1)[OH:34]. (7) Given the reactants [C:1]([O:5][C:6]([NH:8][C@@H:9]([C:11]1[C:12]([F:40])=[C:13]([C:17]2[CH:22]=[C:21](Cl)[CH:20]=[C:19]([CH2:24][O:25][C:26]3[CH:31]=[CH:30][CH:29]=[CH:28][C:27]=3[CH2:32][C:33]([O:35][C:36]([CH3:39])([CH3:38])[CH3:37])=[O:34])[CH:18]=2)[CH:14]=[CH:15][CH:16]=1)[CH3:10])=[O:7])([CH3:4])([CH3:3])[CH3:2].[CH:41]1([CH2:44][NH2:45])[CH2:43][CH2:42]1.C([O-])([O-])=O.[Cs+].[Cs+], predict the reaction product. The product is: [C:1]([O:5][C:6]([NH:8][C@@H:9]([C:11]1[C:12]([F:40])=[C:13]([C:17]2[CH:22]=[C:21]([NH:45][CH2:44][CH:41]3[CH2:43][CH2:42]3)[CH:20]=[C:19]([CH2:24][O:25][C:26]3[CH:31]=[CH:30][CH:29]=[CH:28][C:27]=3[CH2:32][C:33]([O:35][C:36]([CH3:39])([CH3:38])[CH3:37])=[O:34])[CH:18]=2)[CH:14]=[CH:15][CH:16]=1)[CH3:10])=[O:7])([CH3:4])([CH3:3])[CH3:2]. (8) Given the reactants [N:1]1[CH:6]=[CH:5][CH:4]=[CH:3][C:2]=1[CH2:7][O:8][C:9]1[CH:14]=[CH:13][C:12]([C:15]([N:17]2[CH2:21][CH2:20][CH2:19][C@H:18]2[CH2:22][N:23]2[CH2:27][CH2:26][CH2:25][CH2:24]2)=[O:16])=[CH:11][CH:10]=1.[ClH:28], predict the reaction product. The product is: [ClH:28].[ClH:28].[N:1]1[CH:6]=[CH:5][CH:4]=[CH:3][C:2]=1[CH2:7][O:8][C:9]1[CH:10]=[CH:11][C:12]([C:15]([N:17]2[CH2:21][CH2:20][CH2:19][C@H:18]2[CH2:22][N:23]2[CH2:24][CH2:25][CH2:26][CH2:27]2)=[O:16])=[CH:13][CH:14]=1. (9) Given the reactants [N+:1]([C:4]1[CH:9]=[C:8](F)[CH:7]=[CH:6][C:5]=1[OH:11])([O-:3])=[O:2].[CH3:12][O:13][CH2:14]Cl.[CH:16](N(C(C)C)CC)(C)C.[Cl-].[NH4+].[H-].[Na+].[CH3:29][CH:30]([OH:34])[C:31]#[C:32]C, predict the reaction product. The product is: [CH3:12][O:13][CH2:14][O:11][C:5]1[CH:6]=[C:7]([O:34][C:30]([CH3:16])([CH3:29])[C:31]#[CH:32])[CH:8]=[CH:9][C:4]=1[N+:1]([O-:3])=[O:2].